From a dataset of Full USPTO retrosynthesis dataset with 1.9M reactions from patents (1976-2016). Predict the reactants needed to synthesize the given product. (1) Given the product [Cl:1][C:2]1[CH:3]=[C:4]([F:9])[C:5]([F:8])=[CH:6][C:7]=1[N+:10]([O-:12])=[O:11], predict the reactants needed to synthesize it. The reactants are: [Cl:1][C:2]1[CH:7]=[CH:6][C:5]([F:8])=[C:4]([F:9])[CH:3]=1.[N+:10]([O-])([OH:12])=[O:11]. (2) Given the product [CH3:38][CH:37]([CH3:39])[CH2:36][CH2:35][N:24]([C:25]1[CH:26]=[CH:27][C:28]([C:31]([F:34])([F:32])[F:33])=[CH:29][CH:30]=1)[C:10]1[CH:9]=[C:8]([CH2:4][C:5]([OH:7])=[O:6])[CH:13]=[C:12]([C:14]2[CH:15]=[CH:16][C:17]([C:20]([F:22])([F:23])[F:21])=[CH:18][CH:19]=2)[N:11]=1, predict the reactants needed to synthesize it. The reactants are: CC(C)C[CH:4]([C:8]1[CH:13]=[C:12]([C:14]2[CH:19]=[CH:18][C:17]([C:20]([F:23])([F:22])[F:21])=[CH:16][CH:15]=2)[N:11]=[C:10]([N:24]([CH2:35][CH2:36][CH:37]([CH3:39])[CH3:38])[C:25]2[CH:30]=[CH:29][C:28]([C:31]([F:34])([F:33])[F:32])=[CH:27][CH:26]=2)[CH:9]=1)[C:5]([OH:7])=[O:6].C1COCC1.C(O)(=O)CC(CC(O)=O)(C(O)=O)O. (3) Given the product [C:71]([NH:1][CH2:4][CH2:5][C:6]1[C:7]([O:14][CH2:15][CH2:16][O:17][CH:18]2[CH:23]([C:24]3[CH:29]=[CH:28][C:27]([O:30][CH2:31][CH2:32][CH2:33][O:34][CH2:35][C:36]4[CH:41]=[CH:40][CH:39]=[CH:38][C:37]=4[O:42][CH3:43])=[CH:26][CH:25]=3)[CH2:22][CH2:21][N:20]([C:44]([O:46][C:47]([CH3:50])([CH3:49])[CH3:48])=[O:45])[CH2:19]2)=[N:8][C:9]([CH3:13])=[N:10][C:11]=1[Cl:12])(=[O:73])[CH3:72], predict the reactants needed to synthesize it. The reactants are: [N:1]([CH2:4][CH2:5][C:6]1[C:7]([O:14][CH2:15][CH2:16][O:17][CH:18]2[CH:23]([C:24]3[CH:29]=[CH:28][C:27]([O:30][CH2:31][CH2:32][CH2:33][O:34][CH2:35][C:36]4[CH:41]=[CH:40][CH:39]=[CH:38][C:37]=4[O:42][CH3:43])=[CH:26][CH:25]=3)[CH2:22][CH2:21][N:20]([C:44]([O:46][C:47]([CH3:50])([CH3:49])[CH3:48])=[O:45])[CH2:19]2)=[N:8][C:9]([CH3:13])=[N:10][C:11]=1[Cl:12])=[N+]=[N-].O.C1(P(C2C=CC=CC=2)C2C=CC=CC=2)C=CC=CC=1.[C:71](OC(=O)C)(=[O:73])[CH3:72]. (4) Given the product [NH2:7][CH2:8][CH:9]1[CH2:14][CH2:13][N:12]([C:15]([CH:17]2[CH2:18][CH2:19][CH:20]([NH:23][C:24]3[N:29]=[C:28]([N:30]4[C:38]5[C:33](=[C:34]([O:39][CH2:40][CH2:41][CH2:42][S:43]([CH3:46])(=[O:44])=[O:45])[CH:35]=[CH:36][CH:37]=5)[CH:32]=[CH:31]4)[CH:27]=[CH:26][N:25]=3)[CH2:21][CH2:22]2)=[O:16])[CH2:11][CH2:10]1, predict the reactants needed to synthesize it. The reactants are: C(OC(=O)[NH:7][CH2:8][CH:9]1[CH2:14][CH2:13][N:12]([C:15]([CH:17]2[CH2:22][CH2:21][CH:20]([NH:23][C:24]3[N:29]=[C:28]([N:30]4[C:38]5[C:33](=[C:34]([O:39][CH2:40][CH2:41][CH2:42][S:43]([CH3:46])(=[O:45])=[O:44])[CH:35]=[CH:36][CH:37]=5)[CH:32]=[CH:31]4)[CH:27]=[CH:26][N:25]=3)[CH2:19][CH2:18]2)=[O:16])[CH2:11][CH2:10]1)(C)(C)C.CCO. (5) Given the product [Cl:1][C:2]1[CH:15]=[CH:14][C:5]([CH2:6][S:7](/[CH:10]=[CH:11]/[C:20]2[CH:23]=[CH:24][C:17]([Cl:16])=[CH:18][CH:19]=2)(=[O:9])=[O:8])=[CH:4][CH:3]=1, predict the reactants needed to synthesize it. The reactants are: [Cl:1][C:2]1[CH:15]=[CH:14][C:5]([CH2:6][S:7]([CH2:10][C:11](O)=O)(=[O:9])=[O:8])=[CH:4][CH:3]=1.[Cl:16][C:17]1[CH:24]=[CH:23][C:20](C=O)=[CH:19][CH:18]=1. (6) The reactants are: [CH2:1]([C:3]1[CH:8]=[C:7]([CH3:9])[CH:6]=[C:5]([CH2:10][CH3:11])[C:4]=1[C:12](=O)[C:13]([N:15]([CH3:24])[N:16]=[C:17]([CH3:23])[CH2:18][S:19]([CH3:22])(=[O:21])=[O:20])=[O:14])[CH3:2].C1(C)C=CC=CC=1.O.[OH-].[Li+].Cl. Given the product [CH2:1]([C:3]1[CH:8]=[C:7]([CH3:9])[CH:6]=[C:5]([CH2:10][CH3:11])[C:4]=1[C:12]1[C:13](=[O:14])[N:15]([CH3:24])[N:16]=[C:17]([CH3:23])[C:18]=1[S:19]([CH3:22])(=[O:21])=[O:20])[CH3:2], predict the reactants needed to synthesize it. (7) Given the product [CH3:13][CH2:12][N:11]([CH:32]([CH3:33])[CH3:34])[CH:9]([CH3:10])[CH3:5], predict the reactants needed to synthesize it. The reactants are: ClC1[CH:10]=[C:9]([NH:11][C:12]2C=CC(C(N3CCOCC3)=O)=C[CH:13]=2)[C:5](C(O)=O)=CN=1.[NH4+].[OH-].O1[CH2:33][CH2:32]OCC1.[CH3:34]N(C=O)C. (8) Given the product [CH2:19]([C:15]1[CH:14]=[C:13]([CH2:12][C@H:11]([NH:21][C:22]([NH:24][S:25]([C:28]2[CH:33]=[CH:32][CH:31]=[CH:30][C:29]=2[CH2:34][CH3:35])(=[O:27])=[O:26])=[O:23])[C:10]([N:9]([C:6]2[CH:7]=[CH:8][C:3]([O:2][CH3:1])=[CH:4][CH:5]=2)[CH3:37])=[O:36])[CH:18]=[CH:17][CH:16]=1)[CH3:20], predict the reactants needed to synthesize it. The reactants are: [CH3:1][O:2][C:3]1[CH:8]=[CH:7][C:6]([N:9]([CH3:37])[C:10](=[O:36])[C@@H:11]([NH:21][C:22]([NH:24][S:25]([C:28]2[CH:33]=[CH:32][CH:31]=[CH:30][C:29]=2[CH:34]=[CH2:35])(=[O:27])=[O:26])=[O:23])[CH2:12][C:13]2[CH:18]=[CH:17][CH:16]=[C:15]([CH:19]=[CH2:20])[CH:14]=2)=[CH:5][CH:4]=1.[H][H].